This data is from HIV replication inhibition screening data with 41,000+ compounds from the AIDS Antiviral Screen. The task is: Binary Classification. Given a drug SMILES string, predict its activity (active/inactive) in a high-throughput screening assay against a specified biological target. (1) The result is 0 (inactive). The molecule is Cc1ccc(C(=O)NC2CCCCC2)cc1N=NN(C)C. (2) The molecule is COC(=O)C(Cc1c[nH]c2ccccc12)NP(=O)(OCCC#N)OCC1OC(n2cc(C)c(=O)[nH]c2=O)CC1N=[N+]=[N-]. The result is 1 (active).